Dataset: Full USPTO retrosynthesis dataset with 1.9M reactions from patents (1976-2016). Task: Predict the reactants needed to synthesize the given product. (1) Given the product [CH3:35][N:26]([C:22]1[CH:21]=[C:20]([C:9]2[CH:10]=[CH:11][C:12]([CH2:14][CH2:15][C:16]([O:18][CH3:19])=[O:17])=[CH:13][C:8]=2[O:7][CH2:2][CH2:3][CH2:4][CH2:5][CH3:6])[CH:25]=[CH:24][CH:23]=1)[C:27]([NH:29][CH2:30][CH2:31][CH2:32][CH2:33][CH3:34])=[O:28], predict the reactants needed to synthesize it. The reactants are: I[CH2:2][CH2:3][CH2:4][CH2:5][CH3:6].[OH:7][C:8]1[CH:13]=[C:12]([CH2:14][CH2:15][C:16]([O:18][CH3:19])=[O:17])[CH:11]=[CH:10][C:9]=1[C:20]1[CH:25]=[CH:24][CH:23]=[C:22]([N:26]([CH3:35])[C:27]([NH:29][CH2:30][CH2:31][CH2:32][CH2:33][CH3:34])=[O:28])[CH:21]=1.C(=O)([O-])[O-].[K+].[K+]. (2) Given the product [CH3:1][C:2]1[CH:3]=[CH:4][C:5]([C:21]([NH:23][C:24]2[CH:25]=[C:26]([C:36]([F:38])([F:39])[F:37])[CH:27]=[C:28]([N:30]3[CH:34]=[N:33][C:32]([CH3:35])=[CH:31]3)[CH:29]=2)=[O:22])=[CH:6][C:7]=1[NH:8][C:9]1[N:10]=[CH:11][CH:12]=[C:13]([C:15]2[CH:16]=[CH:17][CH:18]=[N:19][CH:20]=2)[N:14]=1.[ClH:40], predict the reactants needed to synthesize it. The reactants are: [CH3:1][C:2]1[CH:3]=[CH:4][C:5]([C:21]([NH:23][C:24]2[CH:25]=[C:26]([C:36]([F:39])([F:38])[F:37])[CH:27]=[C:28]([N:30]3[CH:34]=[N:33][C:32]([CH3:35])=[CH:31]3)[CH:29]=2)=[O:22])=[CH:6][C:7]=1[NH:8][C:9]1[N:10]=[CH:11][CH:12]=[C:13]([C:15]2[CH:16]=[CH:17][CH:18]=[N:19][CH:20]=2)[N:14]=1.[ClH:40].O. (3) Given the product [CH3:15][C:5]1[C:6](=[O:13])[C:7]2[C:12](=[CH:11][CH:10]=[CH:9][CH:8]=2)[C:3](=[O:2])[C:4]=1/[CH:16]=[C:17](\[CH2:21][CH2:22][CH2:23][CH3:24])/[C:18]([OH:20])=[O:19], predict the reactants needed to synthesize it. The reactants are: C[O:2][C:3]1[C:12]2[C:7](=[CH:8][CH:9]=[CH:10][CH:11]=2)[C:6]([O:13]C)=[C:5]([CH3:15])[C:4]=1/[CH:16]=[C:17](\[CH2:21][CH2:22][CH2:23][CH3:24])/[C:18]([OH:20])=[O:19].C1(=O)C2C(=CC=CC=2)C(=O)C=C1/C=C(\C)/C(O)=O. (4) Given the product [ClH:52].[F:44][C:40]1[CH:41]=[CH:42][CH:43]=[C:2]([F:1])[C:3]=1[CH2:4][N:5]1[C:11]2[S:12][C:13]([C:31]3[CH:32]=[CH:33][C:34]([N+:37]([O-:39])=[O:38])=[CH:35][CH:36]=3)=[C:14]([CH2:27][N:28]([CH3:30])[CH3:29])[C:15]=2[C:16](=[O:26])[N:17]([C:18]2[N:19]=[N:20][C:21]([O:24][CH3:25])=[CH:22][CH:23]=2)[C:6]1=[O:7], predict the reactants needed to synthesize it. The reactants are: [F:1][C:2]1[CH:43]=[CH:42][CH:41]=[C:40]([F:44])[C:3]=1[CH2:4][N:5]([C:11]1[S:12][C:13]([C:31]2[CH:36]=[CH:35][C:34]([N+:37]([O-:39])=[O:38])=[CH:33][CH:32]=2)=[C:14]([CH2:27][N:28]([CH3:30])[CH3:29])[C:15]=1[C:16](=[O:26])[NH:17][C:18]1[N:19]=[N:20][C:21]([O:24][CH3:25])=[CH:22][CH:23]=1)[C:6](=O)[O:7]CC.CO.CO.C[O-].[Na+].[ClH:52]. (5) Given the product [Br:1][C:2]1[C:3]([N:12]2[CH2:17][CH2:16][N:15]([CH2:18][C:19]3[N:20]=[CH:21][N:22]([CH3:24])[CH:23]=3)[CH2:14][CH2:13]2)=[C:4]2[N:9]=[C:28]([C:29]3[CH:34]=[CH:33][C:32]([O:35][CH3:36])=[CH:31][CH:30]=3)[NH:8][C:5]2=[N:6][CH:7]=1, predict the reactants needed to synthesize it. The reactants are: [Br:1][C:2]1[C:3]([N:12]2[CH2:17][CH2:16][N:15]([CH2:18][C:19]3[N:20]=[CH:21][N:22]([CH3:24])[CH:23]=3)[CH2:14][CH2:13]2)=[C:4]([N+:9]([O-])=O)[C:5]([NH2:8])=[N:6][CH:7]=1.CCO.[CH:28](=O)[C:29]1[CH:34]=[CH:33][C:32]([O:35][CH3:36])=[CH:31][CH:30]=1.[O-]S(S([O-])=O)=O.[Na+].[Na+]. (6) Given the product [F:1][C:2]1[CH:26]=[CH:25][C:5]([CH2:6][N:7]2[C:15]3[C:10](=[N:11][CH:12]=[CH:13][CH:14]=3)[C:9]([C:16]([NH:18][CH:19]3[CH2:24][CH2:23][N:22]([CH3:29])[CH2:21][CH2:20]3)=[O:17])=[CH:8]2)=[CH:4][CH:3]=1, predict the reactants needed to synthesize it. The reactants are: [F:1][C:2]1[CH:26]=[CH:25][C:5]([CH2:6][N:7]2[C:15]3[C:10](=[N:11][CH:12]=[CH:13][CH:14]=3)[C:9]([C:16]([NH:18][CH:19]3[CH2:24][CH2:23][NH:22][CH2:21][CH2:20]3)=[O:17])=[CH:8]2)=[CH:4][CH:3]=1.C=O.[C:29](O[BH-](OC(=O)C)OC(=O)C)(=O)C.[Na+]. (7) Given the product [CH2:28]1[N:21]2[C:22]3[C:18]([C@@H:19]4[CH2:32][NH:31][CH2:30][CH2:29][C@@H:20]42)=[CH:17][C:16]([NH:15][C:2]2[CH:7]=[CH:6][C:5]([Cl:8])=[CH:4][C:3]=2[C:9](=[O:13])[CH3:14])=[CH:24][C:23]=3[CH2:25][S:26][CH2:27]1, predict the reactants needed to synthesize it. The reactants are: Br[C:2]1[CH:7]=[CH:6][C:5]([Cl:8])=[CH:4][C:3]=1[C:9]1([CH3:14])[O:13]CCO1.[NH2:15][C:16]1[CH:17]=[C:18]2[C:22]3=[C:23]([CH2:25][S:26][CH2:27][CH2:28][N:21]3[C@H:20]3[CH2:29][CH2:30][N:31](C(OC(C)(C)C)=O)[CH2:32][C@@H:19]23)[CH:24]=1.